From a dataset of NCI-60 drug combinations with 297,098 pairs across 59 cell lines. Regression. Given two drug SMILES strings and cell line genomic features, predict the synergy score measuring deviation from expected non-interaction effect. (1) Drug 1: C1CCC(C1)C(CC#N)N2C=C(C=N2)C3=C4C=CNC4=NC=N3. Drug 2: C1=NC(=NC(=O)N1C2C(C(C(O2)CO)O)O)N. Cell line: DU-145. Synergy scores: CSS=15.8, Synergy_ZIP=-2.06, Synergy_Bliss=4.20, Synergy_Loewe=3.28, Synergy_HSA=4.68. (2) Drug 1: CC(C1=C(C=CC(=C1Cl)F)Cl)OC2=C(N=CC(=C2)C3=CN(N=C3)C4CCNCC4)N. Drug 2: COC1=NC(=NC2=C1N=CN2C3C(C(C(O3)CO)O)O)N. Cell line: OVCAR-4. Synergy scores: CSS=-6.56, Synergy_ZIP=1.37, Synergy_Bliss=-4.87, Synergy_Loewe=-6.08, Synergy_HSA=-7.23. (3) Drug 1: CN(C)C1=NC(=NC(=N1)N(C)C)N(C)C. Drug 2: C1CC(=O)NC(=O)C1N2C(=O)C3=CC=CC=C3C2=O. Synergy scores: CSS=-3.89, Synergy_ZIP=0.954, Synergy_Bliss=-0.174, Synergy_Loewe=-2.34, Synergy_HSA=-3.39. Cell line: SW-620. (4) Synergy scores: CSS=27.6, Synergy_ZIP=2.54, Synergy_Bliss=3.27, Synergy_Loewe=-4.70, Synergy_HSA=4.88. Drug 1: C1=CC(=C2C(=C1NCCNCCO)C(=O)C3=C(C=CC(=C3C2=O)O)O)NCCNCCO. Cell line: RXF 393. Drug 2: C1=NNC2=C1C(=O)NC=N2. (5) Drug 1: C1=CN(C(=O)N=C1N)C2C(C(C(O2)CO)O)O.Cl. Drug 2: CCN(CC)CCCC(C)NC1=C2C=C(C=CC2=NC3=C1C=CC(=C3)Cl)OC. Cell line: HOP-92. Synergy scores: CSS=41.0, Synergy_ZIP=-8.56, Synergy_Bliss=-3.30, Synergy_Loewe=1.21, Synergy_HSA=2.09. (6) Drug 1: C1=CN(C=N1)CC(O)(P(=O)(O)O)P(=O)(O)O. Drug 2: CC1CCCC2(C(O2)CC(NC(=O)CC(C(C(=O)C(C1O)C)(C)C)O)C(=CC3=CSC(=N3)C)C)C. Cell line: SNB-19. Synergy scores: CSS=31.9, Synergy_ZIP=3.32, Synergy_Bliss=1.19, Synergy_Loewe=-22.6, Synergy_HSA=-0.312. (7) Drug 1: C1CN1P(=S)(N2CC2)N3CC3. Drug 2: CN1C(=O)N2C=NC(=C2N=N1)C(=O)N. Cell line: COLO 205. Synergy scores: CSS=29.6, Synergy_ZIP=-6.22, Synergy_Bliss=4.28, Synergy_Loewe=-7.13, Synergy_HSA=2.57. (8) Drug 1: C1CCC(CC1)NC(=O)N(CCCl)N=O. Drug 2: C1CCC(C(C1)N)N.C(=O)(C(=O)[O-])[O-].[Pt+4]. Cell line: A498. Synergy scores: CSS=8.77, Synergy_ZIP=-7.92, Synergy_Bliss=-3.15, Synergy_Loewe=-13.3, Synergy_HSA=-2.91. (9) Drug 1: C1=NC2=C(N1)C(=S)N=C(N2)N. Drug 2: C1=NC2=C(N=C(N=C2N1C3C(C(C(O3)CO)O)O)F)N. Cell line: MOLT-4. Synergy scores: CSS=38.0, Synergy_ZIP=-8.23, Synergy_Bliss=-13.5, Synergy_Loewe=-17.3, Synergy_HSA=-12.1. (10) Drug 1: CN(C)N=NC1=C(NC=N1)C(=O)N. Drug 2: CS(=O)(=O)CCNCC1=CC=C(O1)C2=CC3=C(C=C2)N=CN=C3NC4=CC(=C(C=C4)OCC5=CC(=CC=C5)F)Cl. Cell line: SF-295. Synergy scores: CSS=8.84, Synergy_ZIP=-1.24, Synergy_Bliss=0.302, Synergy_Loewe=0.967, Synergy_HSA=0.746.